From a dataset of hERG Central: cardiac toxicity at 1µM, 10µM, and general inhibition. Predict hERG channel inhibition at various concentrations. (1) The compound is CN1CCN(c2ccc([N+](=O)[O-])cc2C(=O)c2ccc(Cl)cc2)CC1. Results: hERG_inhib (hERG inhibition (general)): blocker. (2) The compound is CCC(=O)N1N=C(c2ccccc2)CC1c1ccc([N+](=O)[O-])cc1. Results: hERG_inhib (hERG inhibition (general)): blocker. (3) The molecule is CCOC(=O)N1CCN(Cc2nc(N)nc(Nc3ccc(OCC)cc3)n2)CC1. Results: hERG_inhib (hERG inhibition (general)): blocker. (4) The molecule is CC(C)C(=O)N1CCN(c2ccccc2NC(=O)c2cc([N+](=O)[O-])ccc2N2CCOCC2)CC1. Results: hERG_inhib (hERG inhibition (general)): blocker.